Task: Predict hERG channel inhibition at various concentrations.. Dataset: hERG Central: cardiac toxicity at 1µM, 10µM, and general inhibition (1) The compound is CCOC(=O)c1c(CN2CCCCC2)n(C)c2cc(Br)c(O)cc12. Results: hERG_inhib (hERG inhibition (general)): blocker. (2) Results: hERG_inhib (hERG inhibition (general)): blocker. The drug is N=c1sccn1CC(=O)Nc1cc(S(=O)(=O)N2CCCCC2)ccc1Cl. (3) The drug is CCOC(=O)c1[nH]c2ccc(F)cc2c1NC(=O)CN1CCN(C/C=C/c2ccccc2)CC1. Results: hERG_inhib (hERG inhibition (general)): blocker. (4) The molecule is CC(NC(=O)NC1CCCCC1)C(c1cccs1)N1CCN(Cc2ccccc2)CC1. Results: hERG_inhib (hERG inhibition (general)): blocker. (5) The compound is O=C(CCC(=O)N1CCOc2ccc(Cl)cc21)NCCCN1CCN(c2ccccc2F)CC1. Results: hERG_inhib (hERG inhibition (general)): blocker.